Dataset: NCI-60 drug combinations with 297,098 pairs across 59 cell lines. Task: Regression. Given two drug SMILES strings and cell line genomic features, predict the synergy score measuring deviation from expected non-interaction effect. Drug 1: C1=NC(=NC(=O)N1C2C(C(C(O2)CO)O)O)N. Drug 2: C1CCC(C(C1)N)N.C(=O)(C(=O)[O-])[O-].[Pt+4]. Synergy scores: CSS=47.3, Synergy_ZIP=-9.55, Synergy_Bliss=-7.56, Synergy_Loewe=-4.76, Synergy_HSA=-2.21. Cell line: UACC62.